From a dataset of Catalyst prediction with 721,799 reactions and 888 catalyst types from USPTO. Predict which catalyst facilitates the given reaction. (1) Reactant: [S-:1][C:2]#[N:3].[NH4+].[NH2:5][C:6]1[CH:14]=[C:13]2[C:9]([CH2:10][CH2:11][C:12]2=[O:15])=[CH:8][CH:7]=1.BrBr.C([O-])([O-])=O.[Na+].[Na+]. Product: [NH2:3][C:2]1[S:1][C:14]2[C:6]([N:5]=1)=[CH:7][CH:8]=[C:9]1[C:13]=2[C:12](=[O:15])[CH2:11][CH2:10]1. The catalyst class is: 313. (2) Reactant: [CH3:1][C:2]1[O:3][C:4]2[C:9]([C:10](=[O:12])[CH:11]=1)=[CH:8][CH:7]=[CH:6][C:5]=2[CH:13]=O.[CH3:15][C:16]([CH2:18][C:19]([C:21]([F:24])([F:23])[F:22])=[O:20])=O.[NH2:25]/[C:26](/[CH3:35])=[CH:27]\[C:28]([O:30][CH:31]1[CH2:34][CH2:33][CH2:32]1)=[O:29].C(O)(=O)C. Product: [CH3:35][C:26]1[NH:25][C:16]([CH3:15])=[C:18]([C:19](=[O:20])[C:21]([F:24])([F:23])[F:22])[CH:13]([C:5]2[CH:6]=[CH:7][CH:8]=[C:9]3[C:4]=2[O:3][C:2]([CH3:1])=[CH:11][C:10]3=[O:12])[C:27]=1[C:28]([O:30][CH:31]1[CH2:32][CH2:33][CH2:34]1)=[O:29]. The catalyst class is: 41.